Dataset: Reaction yield outcomes from USPTO patents with 853,638 reactions. Task: Predict the reaction yield, written as a fraction of the theoretical maximum amount of product (1.0 means a 100% yield; for example, 0.34 means a 34% yield). (1) The reactants are [N+:1]([C:4]1[CH:5]=[CH:6][C:7]2[O:12][C@:11]([CH3:18])([CH:13]([O:16][CH3:17])[O:14][CH3:15])[C@@H:10]3[O:19][C@@H:9]3[C:8]=2[CH:20]=1)([O-:3])=[O:2].[Cl:21][C:22]1[CH:23]=[C:24]([NH:28][CH2:29][C:30]2[N:31]=[N:32][N:33]([CH3:35])[N:34]=2)[CH:25]=[CH:26][CH:27]=1. No catalyst specified. The product is [N+:1]([C:4]1[CH:5]=[CH:6][C:7]2[O:12][C@:11]([CH3:18])([CH:13]([O:16][CH3:17])[O:14][CH3:15])[C@H:10]([OH:19])[C@@H:9]([N:28]([C:24]3[CH:25]=[CH:26][CH:27]=[C:22]([Cl:21])[CH:23]=3)[CH2:29][C:30]3[N:31]=[N:32][N:33]([CH3:35])[N:34]=3)[C:8]=2[CH:20]=1)([O-:3])=[O:2]. The yield is 0.460. (2) The reactants are [I:1][C:2]1[C:6]([CH:7]=O)=[CH:5][N:4]([CH:9]2[CH2:14][CH2:13][CH2:12][CH2:11][O:10]2)[N:3]=1.[CH3:15][N:16]([CH2:24][CH2:25][NH:26][CH3:27])[C:17](=[O:23])[O:18][C:19]([CH3:22])([CH3:21])[CH3:20].[BH-](OC(C)=O)(OC(C)=O)OC(C)=O.[Na+]. The catalyst is ClC(Cl)C.ClCCl. The product is [I:1][C:2]1[C:6]([CH2:7][N:26]([CH3:27])[CH2:25][CH2:24][N:16]([CH3:15])[C:17](=[O:23])[O:18][C:19]([CH3:20])([CH3:21])[CH3:22])=[CH:5][N:4]([CH:9]2[CH2:14][CH2:13][CH2:12][CH2:11][O:10]2)[N:3]=1. The yield is 0.920. (3) The reactants are [CH3:1][C:2]1([CH3:9])[CH2:7][CH2:6][C:5](=O)[CH2:4][CH2:3]1.[NH2:10][OH:11].O. The catalyst is C(O)C. The product is [CH3:1][C:2]1([CH3:9])[CH2:7][CH2:6][C:5](=[N:10][OH:11])[CH2:4][CH2:3]1. The yield is 0.350.